From a dataset of Reaction yield outcomes from USPTO patents with 853,638 reactions. Predict the reaction yield, written as a fraction of the theoretical maximum amount of product (1.0 means a 100% yield; for example, 0.34 means a 34% yield). The reactants are [N:1]1([C:7](=[O:29])[CH2:8][CH2:9][CH:10]=[CH:11][CH2:12][CH:13]=[CH:14][CH2:15][CH:16]=[CH:17][CH2:18][CH:19]=[CH:20][CH2:21][CH:22]=[CH:23][CH2:24][CH:25]=[CH:26][CH2:27][CH3:28])[CH2:6][CH2:5][NH:4][CH2:3][CH2:2]1.[C:30](O)(=[O:38])[C:31]1[C:32](=[CH:34][CH:35]=[CH:36][CH:37]=1)[OH:33].CCN(CC)CC.CN(C(ON1N=NC2C=CC=NC1=2)=[N+](C)C)C.F[P-](F)(F)(F)(F)F. The catalyst is CC#N. The product is [OH:33][C:32]1[CH:34]=[CH:35][CH:36]=[CH:37][C:31]=1[C:30]([N:4]1[CH2:5][CH2:6][N:1]([C:7](=[O:29])[CH2:8][CH2:9][CH:10]=[CH:11][CH2:12][CH:13]=[CH:14][CH2:15][CH:16]=[CH:17][CH2:18][CH:19]=[CH:20][CH2:21][CH:22]=[CH:23][CH2:24][CH:25]=[CH:26][CH2:27][CH3:28])[CH2:2][CH2:3]1)=[O:38]. The yield is 0.196.